This data is from Catalyst prediction with 721,799 reactions and 888 catalyst types from USPTO. The task is: Predict which catalyst facilitates the given reaction. (1) Reactant: [OH:1][C@@H:2]1[CH2:7][CH2:6][CH2:5][CH2:4][C@H:3]1[NH:8][C:9]1[S:10][C:11]2[CH:17]=[C:16]([OH:18])[CH:15]=[CH:14][C:12]=2[N:13]=1.C(=O)([O-])[O-].[Cs+].[Cs+].[Cl:25][C:26]1[CH:31]=[C:30](F)[CH:29]=[CH:28][N:27]=1. The catalyst class is: 37. Product: [Cl:25][C:26]1[CH:31]=[C:30]([O:18][C:16]2[CH:15]=[CH:14][C:12]3[N:13]=[C:9]([NH:8][C@@H:3]4[CH2:4][CH2:5][CH2:6][CH2:7][C@H:2]4[OH:1])[S:10][C:11]=3[CH:17]=2)[CH:29]=[CH:28][N:27]=1. (2) Reactant: C([O:3][C:4]([CH:6]1[CH2:9][CH:8]([CH2:10][N:11]2[CH:16]=[C:15]([CH:17]([CH3:19])[CH3:18])[C@@:14]([C:21]3[CH:26]=[CH:25][C:24]([CH2:27][CH2:28][C:29]([CH3:32])([CH3:31])[CH3:30])=[C:23]([Cl:33])[CH:22]=3)([CH3:20])[NH:13][C:12]2=[O:34])[CH2:7]1)=[O:5])C.[OH-].[Na+]. Product: [Cl:33][C:23]1[CH:22]=[C:21]([C@@:14]2([CH3:20])[C:15]([CH:17]([CH3:19])[CH3:18])=[CH:16][N:11]([CH2:10][CH:8]3[CH2:7][CH:6]([C:4]([OH:5])=[O:3])[CH2:9]3)[C:12](=[O:34])[NH:13]2)[CH:26]=[CH:25][C:24]=1[CH2:27][CH2:28][C:29]([CH3:30])([CH3:32])[CH3:31]. The catalyst class is: 83.